From a dataset of TCR-epitope binding with 47,182 pairs between 192 epitopes and 23,139 TCRs. Binary Classification. Given a T-cell receptor sequence (or CDR3 region) and an epitope sequence, predict whether binding occurs between them. (1) The epitope is KLGGALQAK. The TCR CDR3 sequence is CASVGGGGTEAFF. Result: 1 (the TCR binds to the epitope). (2) The epitope is HPKVSSEVHI. The TCR CDR3 sequence is CASSSTRQSPYNEQFF. Result: 1 (the TCR binds to the epitope).